From a dataset of Forward reaction prediction with 1.9M reactions from USPTO patents (1976-2016). Predict the product of the given reaction. (1) Given the reactants O=C1[S:6][N:5]=[C:4]([C:7]([O:9][CH2:10][CH3:11])=[O:8])O1.[C:12](#[N:19])[C:13]1[CH:18]=[CH:17][CH:16]=[CH:15][CH:14]=1, predict the reaction product. The product is: [C:13]1([C:12]2[S:6][N:5]=[C:4]([C:7]([O:9][CH2:10][CH3:11])=[O:8])[N:19]=2)[CH:18]=[CH:17][CH:16]=[CH:15][CH:14]=1. (2) Given the reactants [Cl:1][C:2]1[N:10]=[C:9]([Cl:11])[C:8]([F:12])=[CH:7][C:3]=1[C:4]([OH:6])=[O:5].C(Cl)(=O)C(Cl)=O.[CH:19](O)([CH3:21])[CH3:20].N1C=CC=CC=1, predict the reaction product. The product is: [Cl:1][C:2]1[N:10]=[C:9]([Cl:11])[C:8]([F:12])=[CH:7][C:3]=1[C:4]([O:6][CH:19]([CH3:21])[CH3:20])=[O:5]. (3) Given the reactants [CH:1]1([N:7]2[CH2:12][CH2:11][N:10]([C:13]3[CH:18]=[CH:17][C:16]([C:19]4[S:23][C:22]([C:24]5[CH:35]=[CH:34][C:27]([C:28](N(OC)C)=[O:29])=[CH:26][CH:25]=5)=[N:21][N:20]=4)=[CH:15][CH:14]=3)[CH2:9][CH2:8]2)[CH2:6][CH2:5][CH2:4][CH2:3][CH2:2]1.[H-].[Al+3].[Li+].[H-].[H-].[H-].[F-].[Na+].O, predict the reaction product. The product is: [CH:1]1([N:7]2[CH2:8][CH2:9][N:10]([C:13]3[CH:18]=[CH:17][C:16]([C:19]4[S:23][C:22]([C:24]5[CH:25]=[CH:26][C:27]([CH:28]=[O:29])=[CH:34][CH:35]=5)=[N:21][N:20]=4)=[CH:15][CH:14]=3)[CH2:11][CH2:12]2)[CH2:6][CH2:5][CH2:4][CH2:3][CH2:2]1. (4) Given the reactants [O:1]=[C:2]1[N:6]([C:7]2[CH:12]=[CH:11][CH:10]=[CH:9][CH:8]=2)[N:5]=[C:4]([C:13]([OH:15])=O)[NH:3]1.CN(C(ON1N=NC2C=CC(=CC1=2)Cl)=[N+](C)C)C.F[P-](F)(F)(F)(F)F.CN(C=O)C.C([O:48][C:49](=O)[C@H:50]([OH:69])[CH2:51][N:52]([CH2:54][C:55]1[CH:60]=[CH:59][C:58]([C:61]2[CH:66]=[C:65]([Cl:67])[CH:64]=[CH:63][C:62]=2[F:68])=[CH:57][CH:56]=1)[NH2:53])C.CCN(C(C)C)C(C)C.[CH2:80]([OH:84])[CH:81]([CH3:83])[CH3:82].Cl.O1CCOCC1, predict the reaction product. The product is: [CH2:80]([O:84][C:49](=[O:48])[C@H:50]([OH:69])[CH2:51][N:52]([CH2:54][C:55]1[CH:60]=[CH:59][C:58]([C:61]2[CH:66]=[C:65]([Cl:67])[CH:64]=[CH:63][C:62]=2[F:68])=[CH:57][CH:56]=1)[NH:53][C:13]([C:4]1[NH:3][C:2](=[O:1])[N:6]([C:7]2[CH:8]=[CH:9][CH:10]=[CH:11][CH:12]=2)[N:5]=1)=[O:15])[CH:81]([CH3:83])[CH3:82]. (5) Given the reactants C(OC([N:6]1[C:14]2[C:9](=[CH:10][C:11]([C:15]3[N:16]=[C:17]([C:21]4[CH:26]=[CH:25][CH:24]=[CH:23][N:22]=4)[S:18][C:19]=3[CH3:20])=[CH:12][CH:13]=2)[CH:8]=[C:7]1[C:27]1[CH:32]=[CH:31][N:30]=[CH:29][C:28]=1[F:33])=O)C.C([O-])([O-])=O.[K+].[K+], predict the reaction product. The product is: [F:33][C:28]1[CH:29]=[N:30][CH:31]=[CH:32][C:27]=1[C:7]1[NH:6][C:14]2[C:9]([CH:8]=1)=[CH:10][C:11]([C:15]1[N:16]=[C:17]([C:21]3[CH:26]=[CH:25][CH:24]=[CH:23][N:22]=3)[S:18][C:19]=1[CH3:20])=[CH:12][CH:13]=2. (6) Given the reactants Cl[C:2]1[C:11]2[C:6](=[C:7]([C:12]([F:15])([F:14])[F:13])[CH:8]=[CH:9][CH:10]=2)[N:5]=[CH:4][C:3]=1[C:16]([C:18]1[CH:23]=[CH:22][CH:21]=[CH:20][CH:19]=1)=[O:17].[C:24]1(B(O)O)[CH:29]=[CH:28][CH:27]=[CH:26][CH:25]=1.C([O-])([O-])=O.[Na+].[Na+], predict the reaction product. The product is: [C:18]1([C:16]([C:3]2[CH:4]=[N:5][C:6]3[C:11]([C:2]=2[C:24]2[CH:29]=[CH:28][CH:27]=[CH:26][CH:25]=2)=[CH:10][CH:9]=[CH:8][C:7]=3[C:12]([F:13])([F:15])[F:14])=[O:17])[CH:23]=[CH:22][CH:21]=[CH:20][CH:19]=1. (7) The product is: [CH3:2][N:3]([CH3:11])[C:4]([N:8]([CH3:10])[CH3:9])=[NH+:5][CH2:6][CH3:7].[CH3:16][O:15][S:12]([O-:17])(=[O:14])=[O:13]. Given the reactants [Br-].[CH3:2][N:3]([CH3:11])[C:4]([N:8]([CH3:10])[CH3:9])=[NH+:5][CH2:6][CH3:7].[S:12]([O:17]C)([O:15][CH3:16])(=[O:14])=[O:13], predict the reaction product.